From a dataset of Catalyst prediction with 721,799 reactions and 888 catalyst types from USPTO. Predict which catalyst facilitates the given reaction. (1) Reactant: [C:1]([O:5][C:6]([N:8]([C:18]([O:20][C:21]([CH3:24])([CH3:23])[CH3:22])=[O:19])[C:9]1[N:14]=[C:13]([CH3:15])[CH:12]=[CH:11][C:10]=1[O:16][CH3:17])=[O:7])([CH3:4])([CH3:3])[CH3:2].C1C(=O)N([Br:32])C(=O)C1. Product: [Br:32][CH2:15][C:13]1[N:14]=[C:9]([N:8]([C:18]([O:20][C:21]([CH3:24])([CH3:23])[CH3:22])=[O:19])[C:6]([O:5][C:1]([CH3:3])([CH3:4])[CH3:2])=[O:7])[C:10]([O:16][CH3:17])=[CH:11][CH:12]=1. The catalyst class is: 340. (2) Reactant: [Li+].C[Si]([N-][Si](C)(C)C)(C)C.[CH3:11][O:12][C:13]1[CH:25]=[C:24]([O:26][CH3:27])[CH:23]=[CH:22][C:14]=1[CH2:15][NH:16][C:17]1[S:21][N:20]=[CH:19][N:18]=1.[Br:28][C:29]1[C:30]([S:39](Cl)(=[O:41])=[O:40])=[CH:31][C:32]2[O:36][C:35](=[O:37])[NH:34][C:33]=2[CH:38]=1. Product: [Br:28][C:29]1[C:30]([S:39]([N:16]([CH2:15][C:14]2[CH:22]=[CH:23][C:24]([O:26][CH3:27])=[CH:25][C:13]=2[O:12][CH3:11])[C:17]2[S:21][N:20]=[CH:19][N:18]=2)(=[O:40])=[O:41])=[CH:31][C:32]2[O:36][C:35](=[O:37])[NH:34][C:33]=2[CH:38]=1. The catalyst class is: 1. (3) Reactant: [Cl:1][C:2]1[CH:3]=[C:4]([NH:9][C:10]2[C:15]([C:16]#[N:17])=[CH:14][N:13]=[C:12]3[S:18][C:19]4[CH2:20][N:21](C(OC(C)(C)C)=O)[CH2:22][CH2:23][C:24]=4[C:11]=23)[CH:5]=[CH:6][C:7]=1[F:8].Cl.O1CCOCC1. Product: [Cl:1][C:2]1[CH:3]=[C:4]([NH:9][C:10]2[C:15]([C:16]#[N:17])=[CH:14][N:13]=[C:12]3[S:18][C:19]4[CH2:20][NH:21][CH2:22][CH2:23][C:24]=4[C:11]=23)[CH:5]=[CH:6][C:7]=1[F:8]. The catalyst class is: 41.